From a dataset of NCI-60 drug combinations with 297,098 pairs across 59 cell lines. Regression. Given two drug SMILES strings and cell line genomic features, predict the synergy score measuring deviation from expected non-interaction effect. Drug 1: CC1=C(C(=CC=C1)Cl)NC(=O)C2=CN=C(S2)NC3=CC(=NC(=N3)C)N4CCN(CC4)CCO. Drug 2: CC1=C(C(=O)C2=C(C1=O)N3CC4C(C3(C2COC(=O)N)OC)N4)N. Cell line: K-562. Synergy scores: CSS=70.7, Synergy_ZIP=1.77, Synergy_Bliss=1.61, Synergy_Loewe=-5.51, Synergy_HSA=5.76.